Task: Regression/Classification. Given a drug SMILES string, predict its absorption, distribution, metabolism, or excretion properties. Task type varies by dataset: regression for continuous measurements (e.g., permeability, clearance, half-life) or binary classification for categorical outcomes (e.g., BBB penetration, CYP inhibition). Dataset: cyp2d6_veith.. Dataset: CYP2D6 inhibition data for predicting drug metabolism from PubChem BioAssay (1) The compound is COC(=O)c1ccc(OCC2c3cc(OC)c(OC)cc3CCN2C(=O)c2ccco2)cc1. The result is 0 (non-inhibitor). (2) The drug is Cc1ccc(Sc2cc(Cl)nc(N)n2)cc1. The result is 0 (non-inhibitor). (3) The compound is COc1cccc(NC(=O)CSc2nc3ccccc3cc2Cc2ccccc2)c1. The result is 0 (non-inhibitor). (4) The drug is C=CCOc1cccc(CNn2cn[nH]c2=S)c1. The result is 0 (non-inhibitor). (5) The drug is C[C@]12C=CC(=O)C=C1CC[C@@H]1[C@H]3C[C@@H](O)[C@](O)(C(=O)CO)[C@@]3(C)C[C@H](O)[C@]12F. The result is 0 (non-inhibitor). (6) The compound is COC(=O)C(C)(C(=O)OC)c1ccc([N+](=O)[O-])cn1. The result is 0 (non-inhibitor). (7) The drug is O=C(Nc1ccccc1C(=O)O)c1ccc2ccccc2n1. The result is 0 (non-inhibitor). (8) The drug is CC(=O)Nc1ccc(S(=O)(=O)NC(CC(=O)NCCCN2CCOCC2)C(C)C)cc1. The result is 0 (non-inhibitor). (9) The drug is Cn1c(CNC(=O)Nc2ccccc2)nnc1SCc1ccccc1. The result is 0 (non-inhibitor). (10) The molecule is COc1ccc(C(=O)N2CCC3(CCCN(C)C3)CC2)cc1. The result is 0 (non-inhibitor).